This data is from Full USPTO retrosynthesis dataset with 1.9M reactions from patents (1976-2016). The task is: Predict the reactants needed to synthesize the given product. Given the product [Cl:34][C:33]1[CH:32]=[CH:31][C:14]([O:15][C:16]2[CH:17]=[CH:18][C:19]3[N:20]([N:22]=[C:23]([NH:25][C:26]([CH:28]4[CH2:30][CH2:29]4)=[O:27])[N:24]=3)[CH:21]=2)=[CH:13][C:12]=1[NH:11][C:7]([C:6]1[N:2]([CH3:1])[N:3]=[C:4]([CH3:10])[CH:5]=1)=[O:8], predict the reactants needed to synthesize it. The reactants are: [CH3:1][N:2]1[C:6]([C:7](Cl)=[O:8])=[CH:5][C:4]([CH3:10])=[N:3]1.[NH2:11][C:12]1[CH:13]=[C:14]([CH:31]=[CH:32][C:33]=1[Cl:34])[O:15][C:16]1[CH:17]=[CH:18][C:19]2[N:20]([N:22]=[C:23]([NH:25][C:26]([CH:28]3[CH2:30][CH2:29]3)=[O:27])[N:24]=2)[CH:21]=1.